This data is from Full USPTO retrosynthesis dataset with 1.9M reactions from patents (1976-2016). The task is: Predict the reactants needed to synthesize the given product. (1) Given the product [CH2:22]([NH:30][C:19]([C:17]1[CH:16]=[CH:15][C:13]2[NH:14][C:10]([C:3]3[C:4]4[C:9](=[CH:8][CH:7]=[CH:6][CH:5]=4)[NH:1][N:2]=3)=[N:11][C:12]=2[CH:18]=1)=[O:21])[C:23]1[CH:28]=[CH:27][CH:26]=[CH:25][CH:24]=1, predict the reactants needed to synthesize it. The reactants are: [NH:1]1[C:9]2[C:4](=[CH:5][CH:6]=[CH:7][CH:8]=2)[C:3]([C:10]2[NH:14][C:13]3[CH:15]=[CH:16][C:17]([C:19]([OH:21])=O)=[CH:18][C:12]=3[N:11]=2)=[N:2]1.[C:22]([NH2:30])(=O)[C:23]1[CH:28]=[CH:27][CH:26]=[CH:25][CH:24]=1. (2) Given the product [Br:8][C:5]1[CH:6]=[CH:7][C:2]([S:15][CH3:14])=[N:3][CH:4]=1, predict the reactants needed to synthesize it. The reactants are: Br[C:2]1[CH:7]=[CH:6][C:5]([Br:8])=[CH:4][N:3]=1.[Li]CCCC.[CH3:14][S:15]SC. (3) The reactants are: O[CH2:2][C:3]1[N:4]([CH3:9])[C:5](=[O:8])[NH:6][N:7]=1.S(Cl)([Cl:12])=O. Given the product [Cl:12][CH2:2][C:3]1[N:4]([CH3:9])[C:5](=[O:8])[NH:6][N:7]=1, predict the reactants needed to synthesize it.